The task is: Predict the product of the given reaction.. This data is from Forward reaction prediction with 1.9M reactions from USPTO patents (1976-2016). Given the reactants C[C:2]1[C:7]([N+:8]([O-:10])=[O:9])=[CH:6][C:5]([N+:11]([O-:13])=[O:12])=[C:4]([OH:14])[C:3]=1[CH:15]([CH3:17])[CH3:16].[CH3:18][C:19]1C(O)=C([N+]([O-])=O)C=C([N+]([O-])=O)[CH:20]=1.F[Si-2](F)(F)(F)(F)F.[Na+].[Na+].CCNS(C(F)(F)C(F)(F)C(F)(F)C(F)(F)C(F)(F)C(F)(F)C(F)(F)C(F)(F)F)(=O)=O, predict the reaction product. The product is: [CH2:19]1[CH2:20][CH2:16][CH:15]([C:3]2[C:4]([OH:14])=[C:5]([N+:11]([O-:13])=[O:12])[CH:6]=[C:7]([N+:8]([O-:10])=[O:9])[CH:2]=2)[CH2:17][CH2:18]1.